This data is from Forward reaction prediction with 1.9M reactions from USPTO patents (1976-2016). The task is: Predict the product of the given reaction. (1) Given the reactants C(=O)([O-])[O-].[K+].[K+].[CH2:7]([NH:9][C:10]1[C:15]([CH:16]=O)=[C:14]([CH3:18])[N:13]=[C:12]([S:19][CH3:20])[N:11]=1)[CH3:8].[C:21](#[N:25])[CH2:22][C:23]#[N:24], predict the reaction product. The product is: [CH2:7]([N:9]1[C:10]2[N:11]=[C:12]([S:19][CH3:20])[N:13]=[C:14]([CH3:18])[C:15]=2[CH:16]=[C:22]([C:23]#[N:24])[C:21]1=[NH:25])[CH3:8]. (2) Given the reactants [CH3:1][C:2]1[N:7]=[CH:6][C:5]([C:8]([OH:10])=O)=[CH:4][N:3]=1.FC(F)(F)C(O)=O.[C:18]([C:20]1[CH:25]=[C:24]([F:26])[CH:23]=[CH:22][C:21]=1[NH:27][C:28]1[CH:41]=[CH:40][C:31]([CH2:32][NH:33][C:34]([C:36]2([NH2:39])[CH2:38][CH2:37]2)=[O:35])=[CH:30][CH:29]=1)#[N:19], predict the reaction product. The product is: [C:18]([C:20]1[CH:25]=[C:24]([F:26])[CH:23]=[CH:22][C:21]=1[NH:27][C:28]1[CH:41]=[CH:40][C:31]([CH2:32][NH:33][C:34]([C:36]2([NH:39][C:8]([C:5]3[CH:6]=[N:7][C:2]([CH3:1])=[N:3][CH:4]=3)=[O:10])[CH2:38][CH2:37]2)=[O:35])=[CH:30][CH:29]=1)#[N:19]. (3) Given the reactants N[C:2]1[CH:3]=[N:4][CH:5]=[C:6]([CH:11]=1)[C:7]([O:9][CH3:10])=[O:8].[BH3-][C:13]#[N:14].[Na+].[CH3:16]COC(C)=O.C([O-])(O)=O.[Na+], predict the reaction product. The product is: [CH3:16][N:14]([CH3:13])[C:2]1[CH:3]=[N:4][CH:5]=[C:6]([CH:11]=1)[C:7]([O:9][CH3:10])=[O:8].